This data is from Reaction yield outcomes from USPTO patents with 853,638 reactions. The task is: Predict the reaction yield, written as a fraction of the theoretical maximum amount of product (1.0 means a 100% yield; for example, 0.34 means a 34% yield). (1) The reactants are [NH2:1][C:2]1[S:3][CH:4]=[CH:5][C:6]=1[C:7]([NH2:9])=[O:8].[F:10][C:11]([F:26])([F:25])[C:12]1[C:20]2[CH2:19][CH2:18][CH2:17][CH2:16][C:15]=2[N:14]([CH2:21][C:22](O)=[O:23])[N:13]=1.C(N1C=CN=C1)(N1C=CN=C1)=O. The catalyst is C(Cl)Cl.CN(C=O)C. The product is [F:26][C:11]([F:10])([F:25])[C:12]1[C:20]2[CH2:19][CH2:18][CH2:17][CH2:16][C:15]=2[N:14]([CH2:21][C:22]([NH:1][C:2]2[S:3][CH:4]=[CH:5][C:6]=2[C:7]([NH2:9])=[O:8])=[O:23])[N:13]=1. The yield is 0.0200. (2) The reactants are [Cl:1][C:2]1[CH:3]=[C:4]([CH:15]=[CH:16][C:17]=1[Cl:18])[CH2:5][C:6]1[CH:14]=[CH:13][C:9]([C:10](O)=[O:11])=[CH:8][CH:7]=1.[CH3:19][S:20]([NH2:23])(=[O:22])=[O:21].Cl.CN(C)CCCN=C=NCC. The catalyst is ClCCl.CN(C)C1C=CN=CC=1. The product is [Cl:1][C:2]1[CH:3]=[C:4]([CH:15]=[CH:16][C:17]=1[Cl:18])[CH2:5][C:6]1[CH:14]=[CH:13][C:9]([C:10]([NH:23][S:20]([CH3:19])(=[O:22])=[O:21])=[O:11])=[CH:8][CH:7]=1. The yield is 0.530.